This data is from Full USPTO retrosynthesis dataset with 1.9M reactions from patents (1976-2016). The task is: Predict the reactants needed to synthesize the given product. (1) Given the product [F:45][C:42]1[CH:41]=[CH:40][C:39]([CH2:38][N:36]([CH3:37])[C:34](=[O:35])[C@@H:33]([NH:32][C:22]([C:20]2[S:21][C:17]3[CH:16]=[C:15]([NH:14][C:12](=[O:13])[C:11]4[CH:27]=[CH:28][CH:29]=[CH:30][C:10]=4[C:8]4[N:7]=[C:4]5[N:3]([CH:9]=4)[C:2]([CH3:1])=[CH:6][S:5]5)[CH:26]=[CH:25][C:18]=3[N:19]=2)=[O:23])[C:46]2[CH:51]=[CH:50][CH:49]=[CH:48][CH:47]=2)=[CH:44][CH:43]=1, predict the reactants needed to synthesize it. The reactants are: [CH3:1][C:2]1[N:3]2[CH:9]=[C:8]([C:10]3[CH:30]=[CH:29][CH:28]=[CH:27][C:11]=3[C:12]([NH:14][C:15]3[CH:26]=[CH:25][C:18]4[N:19]=[C:20]([C:22](O)=[O:23])[S:21][C:17]=4[CH:16]=3)=[O:13])[N:7]=[C:4]2[S:5][CH:6]=1.Cl.[NH2:32][C@@H:33]([C:46]1[CH:51]=[CH:50][CH:49]=[CH:48][CH:47]=1)[C:34]([N:36]([CH2:38][C:39]1[CH:44]=[CH:43][C:42]([F:45])=[CH:41][CH:40]=1)[CH3:37])=[O:35].CN(C(ON1N=NC2C=CC=NC1=2)=[N+](C)C)C.F[P-](F)(F)(F)(F)F.CCN(C(C)C)C(C)C. (2) Given the product [CH:32]12[CH2:37][CH:36]1[CH2:35][N:34]([C:9]1[N:8]=[C:7]([NH:6][CH2:5][C:4]3[CH:26]=[CH:27][C:28]([O:29][CH3:30])=[C:2]([Cl:1])[CH:3]=3)[C:12]([C:13]([NH:15][CH2:16][C:17]3[N:22]=[CH:21][CH:20]=[CH:19][N:18]=3)=[O:14])=[CH:11][N:10]=1)[CH2:33]2, predict the reactants needed to synthesize it. The reactants are: [Cl:1][C:2]1[CH:3]=[C:4]([CH:26]=[CH:27][C:28]=1[O:29][CH3:30])[CH2:5][NH:6][C:7]1[C:12]([C:13]([NH:15][CH2:16][C:17]2[N:22]=[CH:21][CH:20]=[CH:19][N:18]=2)=[O:14])=[CH:11][N:10]=[C:9](S(C)=O)[N:8]=1.Cl.[CH:32]12[CH2:37][CH:36]1[CH2:35][NH:34][CH2:33]2.